Dataset: Forward reaction prediction with 1.9M reactions from USPTO patents (1976-2016). Task: Predict the product of the given reaction. Given the reactants [CH3:1][C:2]1[CH:11]=[CH:10][C:5]([C:6]([O:8][CH3:9])=[O:7])=[CH:4][C:3]=1B1OC(C)(C)C(C)(C)O1.C(=O)([O-])[O-].[K+].[K+].I[C:28]1[C:32]([O:33][CH3:34])=[CH:31][NH:30][N:29]=1, predict the reaction product. The product is: [CH3:34][O:33][C:32]1[CH:28]=[N:29][NH:30][C:31]=1[C:3]1[CH:4]=[C:5]([CH:10]=[CH:11][C:2]=1[CH3:1])[C:6]([O:8][CH3:9])=[O:7].